This data is from Forward reaction prediction with 1.9M reactions from USPTO patents (1976-2016). The task is: Predict the product of the given reaction. The product is: [Br:1][C:2]1[N:3]=[C:4]2[C:10]([I:11])=[CH:9][N:8]([S:20]([C:17]3[CH:18]=[CH:19][C:14]([CH3:24])=[CH:15][CH:16]=3)(=[O:22])=[O:21])[C:5]2=[N:6][CH:7]=1. Given the reactants [Br:1][C:2]1[N:3]=[C:4]2[C:10]([I:11])=[CH:9][NH:8][C:5]2=[N:6][CH:7]=1.[H-].[Na+].[C:14]1([CH3:24])[CH:19]=[CH:18][C:17]([S:20](Cl)(=[O:22])=[O:21])=[CH:16][CH:15]=1, predict the reaction product.